From a dataset of Reaction yield outcomes from USPTO patents with 853,638 reactions. Predict the reaction yield, written as a fraction of the theoretical maximum amount of product (1.0 means a 100% yield; for example, 0.34 means a 34% yield). (1) The reactants are [F:1][C:2]1[CH:30]=[CH:29][C:5]([CH2:6][N:7]2[C:11]3=[CH:12][N:13]=[C:14]([C:24]([O:26][CH2:27][CH3:28])=[O:25])[C:15](OS(C(F)(F)F)(=O)=O)=[C:10]3[CH:9]=[CH:8]2)=[CH:4][CH:3]=1.[CH2:31]([O:34][Si](C)(C)C)[C:32]#[CH:33].[Cl-].[Li+].C(N(CC)CC)C. The catalyst is CN(C=O)C.[Cu](I)I.Cl[Pd](Cl)([P](C1C=CC=CC=1)(C1C=CC=CC=1)C1C=CC=CC=1)[P](C1C=CC=CC=1)(C1C=CC=CC=1)C1C=CC=CC=1. The product is [F:1][C:2]1[CH:3]=[CH:4][C:5]([CH2:6][N:7]2[C:11]3=[CH:12][N:13]=[C:14]([C:24]([O:26][CH2:27][CH3:28])=[O:25])[C:15]([C:33]#[C:32][CH2:31][OH:34])=[C:10]3[CH:9]=[CH:8]2)=[CH:29][CH:30]=1. The yield is 0.460. (2) The reactants are F[C:2]1[CH:3]=[C:4]([C:9]2[CH:10]=[C:11]([C:20]([O:22][CH3:23])=[O:21])[C:12](=[O:19])[N:13]([CH2:15][CH:16]([CH3:18])[CH3:17])[N:14]=2)[CH:5]=[CH:6][C:7]=1C.COC(C1C(=O)NN=C(C2C=CC=CC=2)C=1)=O. No catalyst specified. The product is [CH2:15]([N:13]1[C:12](=[O:19])[C:11]([C:20]([O:22][CH3:23])=[O:21])=[CH:10][C:9]([C:4]2[CH:3]=[CH:2][CH:7]=[CH:6][CH:5]=2)=[N:14]1)[CH:16]([CH3:18])[CH3:17]. The yield is 0.941.